Task: Predict the reactants needed to synthesize the given product.. Dataset: Retrosynthesis with 50K atom-mapped reactions and 10 reaction types from USPTO (1) Given the product CN1CC2CNCCc3c(Br)ccc1c32, predict the reactants needed to synthesize it. The reactants are: CN1CC2CN(C(=O)OC(C)(C)C)CCc3c(Br)ccc1c32. (2) The reactants are: CCOC(=O)C(=O)c1ccccc1. Given the product CCOC(=O)[C@@H](O)c1ccccc1, predict the reactants needed to synthesize it. (3) The reactants are: CC(=O)Cl.Cc1sc2cc(C3=NCC4(CCNCC4)S3)[nH]c2c1N(C)S(=O)(=O)c1cccs1. Given the product CC(=O)N1CCC2(CC1)CN=C(c1cc3sc(C)c(N(C)S(=O)(=O)c4cccs4)c3[nH]1)S2, predict the reactants needed to synthesize it. (4) Given the product COc1cc2ncnc(N3CCC(n4c(=O)c5cc([N+](=O)[O-])ccc5n(Cc5ccc([N+](=O)[O-])cc5)c4=O)CC3)c2cc1OC, predict the reactants needed to synthesize it. The reactants are: COc1cc2ncnc(N3CCC(n4c(=O)[nH]c5ccc([N+](=O)[O-])cc5c4=O)CC3)c2cc1OC.O=[N+]([O-])c1ccc(CBr)cc1. (5) Given the product CC(C)(C)C(=O)OCn1c(=O)n(CCc2ccccc2)c(=O)c2c1ncn2Cc1ccccc1, predict the reactants needed to synthesize it. The reactants are: BrCCc1ccccc1.CC(C)(C)C(=O)OCn1c(=O)[nH]c(=O)c2c1ncn2Cc1ccccc1. (6) Given the product COc1ccc([C@@H]2Sc3ccc(C)c(C)c3N(CCN(C)C)C(=O)[C@@H]2OC(C)=O)cc1, predict the reactants needed to synthesize it. The reactants are: CC(=O)O.COc1ccc([C@@H]2Sc3ccc(C)c(C)c3N(CCN(C)C)C(=O)[C@@H]2O)cc1. (7) Given the product CC(C)(C)OC(=O)N1CC[C@@H](Nc2c(C(N)=O)cnn3cc(C(=O)NN)cc23)C(C)(C)C1, predict the reactants needed to synthesize it. The reactants are: CC(C)(C)OC(=O)N1CC[C@@H](Nc2c(C(N)=O)cnn3cc(C(=O)O)cc23)C(C)(C)C1.NN. (8) Given the product CCOC(=O)C(=O)NOC1CCN(S(=O)(=O)c2ccc(OC(F)(F)F)cc2)CC1, predict the reactants needed to synthesize it. The reactants are: CCOC(=O)C(=O)Cl.NOC1CCN(S(=O)(=O)c2ccc(OC(F)(F)F)cc2)CC1. (9) Given the product Nc1c(N2CCCCC2)c(C2CCCCC2=O)nc2ccccc12, predict the reactants needed to synthesize it. The reactants are: O=C1CCCCC1c1nc2ccccc2c([N+](=O)[O-])c1N1CCCCC1.